From a dataset of Full USPTO retrosynthesis dataset with 1.9M reactions from patents (1976-2016). Predict the reactants needed to synthesize the given product. (1) Given the product [Br:17][C:18]1[CH:19]=[C:20]2[C:25](=[CH:26][CH:27]=1)[N:24]=[C:23]([O:16][CH2:7][CH2:8][O:9][CH2:10][CH2:11][O:12][CH2:13][CH2:14][OH:15])[CH:22]=[CH:21]2, predict the reactants needed to synthesize it. The reactants are: CC(C)([O-])C.[K+].[CH2:7]([OH:16])[CH2:8][O:9][CH2:10][CH2:11][O:12][CH2:13][CH2:14][OH:15].[Br:17][C:18]1[CH:19]=[C:20]2[C:25](=[CH:26][CH:27]=1)[N:24]=[C:23](O)[CH:22]=[CH:21]2.ClCCl. (2) The reactants are: [Br:1]P(Br)Br.[CH3:5][O:6][C:7](=[O:16])[C:8]1[CH:13]=[CH:12][CH:11]=[C:10]([CH2:14]O)[CH:9]=1.O.C([O-])(O)=O.[Na+]. Given the product [CH3:5][O:6][C:7](=[O:16])[C:8]1[CH:13]=[CH:12][CH:11]=[C:10]([CH2:14][Br:1])[CH:9]=1, predict the reactants needed to synthesize it. (3) The reactants are: [Br:1][C:2]1[CH:7]=[CH:6][C:5]([C:8]2[CH:19]=[C:11]3[CH:12]=[C:13]([C:16]([OH:18])=O)[CH:14]=[CH:15][N:10]3[N:9]=2)=[CH:4][CH:3]=1.[CH2:20]([NH:25][CH2:26][CH2:27][CH:28]([CH3:30])[CH3:29])[CH2:21][CH:22]([CH3:24])[CH3:23].Cl.C(N=C=NCCCN(C)C)C.[Cl-].[NH4+]. Given the product [CH2:26]([N:25]([CH2:20][CH2:21][CH:22]([CH3:24])[CH3:23])[C:16]([C:13]1[CH:14]=[CH:15][N:10]2[N:9]=[C:8]([C:5]3[CH:4]=[CH:3][C:2]([Br:1])=[CH:7][CH:6]=3)[CH:19]=[C:11]2[CH:12]=1)=[O:18])[CH2:27][CH:28]([CH3:29])[CH3:30], predict the reactants needed to synthesize it. (4) Given the product [C:8]([N:32]1[CH2:33][CH2:34][CH2:35][C:30]2[S:29][C:28]([C:25]3[CH:24]=[CH:23][C:22]([O:21][CH2:20][CH2:19][CH2:18][N:14]4[CH2:15][CH2:16][CH2:17][CH:13]4[CH3:12])=[CH:27][CH:26]=3)=[N:36][C:31]1=2)(=[O:10])[CH3:9], predict the reactants needed to synthesize it. The reactants are: C(N(CC)CC)C.[C:8](Cl)(=[O:10])[CH3:9].[CH3:12][CH:13]1[CH2:17][CH2:16][CH2:15][N:14]1[CH2:18][CH2:19][CH2:20][O:21][C:22]1[CH:27]=[CH:26][C:25]([C:28]2[S:29][C:30]3[CH2:35][CH2:34][CH2:33][NH:32][C:31]=3[N:36]=2)=[CH:24][CH:23]=1.C(=O)([O-])[O-].[K+].[K+]. (5) Given the product [Cl:7][CH2:8][CH2:9][CH:10]([C:14]1[CH:19]=[CH:18][CH:17]=[CH:16][CH:15]=1)[C:11]([Cl:4])=[O:12], predict the reactants needed to synthesize it. The reactants are: C(Cl)(=O)C([Cl:4])=O.[Cl:7][CH2:8][CH2:9][CH:10]([C:14]1[CH:19]=[CH:18][CH:17]=[CH:16][CH:15]=1)[C:11](O)=[O:12].